This data is from Reaction yield outcomes from USPTO patents with 853,638 reactions. The task is: Predict the reaction yield, written as a fraction of the theoretical maximum amount of product (1.0 means a 100% yield; for example, 0.34 means a 34% yield). (1) The reactants are C[O:2][C:3]1[CH:4]=[CH:5][C:6]2[N:10]=[C:9]([C:11]([OH:13])=[O:12])[NH:8][C:7]=2[CH:14]=1. The catalyst is Br. The product is [OH:2][C:3]1[CH:4]=[CH:5][C:6]2[N:10]=[C:9]([C:11]([OH:13])=[O:12])[NH:8][C:7]=2[CH:14]=1. The yield is 0.762. (2) The reactants are [CH3:1][O:2][C:3](=[O:13])[CH:4](Br)[C:5]1[CH:10]=[CH:9][C:8]([Cl:11])=[CH:7][CH:6]=1.[Cl:14][C:15]1[CH:20]=[CH:19][C:18]([C@H:21]([NH2:23])[CH3:22])=[CH:17][CH:16]=1.C(=O)([O-])[O-].[K+].[K+]. The catalyst is [I-].C([N+](CCCC)(CCCC)CCCC)CCC.C(#N)C. The product is [ClH:11].[CH3:1][O:2][C:3](=[O:13])[CH:4]([C:5]1[CH:10]=[CH:9][C:8]([Cl:11])=[CH:7][CH:6]=1)[NH:23][C@@H:21]([C:18]1[CH:19]=[CH:20][C:15]([Cl:14])=[CH:16][CH:17]=1)[CH3:22]. The yield is 0.740. (3) The reactants are [Cl:1][C:2]1[CH:3]=[C:4]([CH:24]=[CH:25][CH:26]=1)[CH2:5][O:6][C:7]1[CH:16]=[C:15]2[C:10]([CH2:11][CH:12]([CH2:18][C:19](OCC)=[O:20])[C:13](=[O:17])[NH:14]2)=[CH:9][CH:8]=1.[NH3:27]. The catalyst is CO. The product is [Cl:1][C:2]1[CH:3]=[C:4]([CH:24]=[CH:25][CH:26]=1)[CH2:5][O:6][C:7]1[CH:16]=[C:15]2[C:10]([CH2:11][CH:12]([CH2:18][C:19]([NH2:27])=[O:20])[C:13](=[O:17])[NH:14]2)=[CH:9][CH:8]=1. The yield is 0.600. (4) The reactants are Cl[CH2:2][C:3]([C:5]1[CH:6]=[C:7]2[C:11](=[CH:12][CH:13]=1)[NH:10][C:9](=[O:14])[CH2:8]2)=O.[C:15]([NH2:18])(=[S:17])[CH3:16]. The catalyst is C(O)(=O)C. The product is [CH3:16][C:15]1[S:17][CH:2]=[C:3]([C:5]2[CH:6]=[C:7]3[C:11](=[CH:12][CH:13]=2)[NH:10][C:9](=[O:14])[CH2:8]3)[N:18]=1. The yield is 0.910. (5) The reactants are C([Mg]Cl)(C)(C)C.[N:7]([C@:10]1([CH2:27][OH:28])[O:14][C@@H:13]([N:15]2[CH:20]=[CH:19][C:18](=[O:21])[NH:17][C:16]2=[O:22])[C@:12]([C:24]#[CH:25])([OH:23])[C@@H:11]1[OH:26])=[N+:8]=[N-:9].F[C:30]1[C:54](F)=[C:53](F)[C:52](F)=[C:51](F)[C:31]=1[O:32][P@:33]([NH:42][C@@H:43]([CH3:50])[C:44]([O:46][CH:47]([CH3:49])[CH3:48])=[O:45])(OC1C=CC=CC=1)=[O:34].CC(O)=O. The catalyst is C1COCC1. The product is [N:7]([C@@:10]1([CH2:27][O:28][P@@:33]([NH:42][C@@H:43]([CH3:50])[C:44]([O:46][CH:47]([CH3:49])[CH3:48])=[O:45])([O:32][C:31]2[CH:51]=[CH:52][CH:53]=[CH:54][CH:30]=2)=[O:34])[C@@H:11]([OH:26])[C@@:12]([C:24]#[CH:25])([OH:23])[C@H:13]([N:15]2[CH:20]=[CH:19][C:18](=[O:21])[NH:17][C:16]2=[O:22])[O:14]1)=[N+:8]=[N-:9]. The yield is 0.189. (6) The reactants are [F:1][C:2]1[CH:3]=[CH:4][C:5]2[C:6]3[C:11]([CH:12]([CH3:26])[N:13]([C:16](=[O:25])[C:17]4[CH:22]=[CH:21][C:20]([O:23]C)=[CH:19][CH:18]=4)[C:14]=2[CH:15]=1)=[CH:10][C:9]([F:27])=[CH:8][CH:7]=3.C1CCCCC=1.B(Br)(Br)Br.ClCCl. No catalyst specified. The product is [F:1][C:2]1[CH:3]=[CH:4][C:5]2[C:6]3[C:11]([CH:12]([CH3:26])[N:13]([C:16]([C:17]4[CH:22]=[CH:21][C:20]([OH:23])=[CH:19][CH:18]=4)=[O:25])[C:14]=2[CH:15]=1)=[CH:10][C:9]([F:27])=[CH:8][CH:7]=3. The yield is 0.990. (7) The reactants are [Cl:1][C:2]1[S:6][C:5]([C:7]([OH:9])=O)=[CH:4][C:3]=1[C:10]1[N:14]([CH3:15])[N:13]=[CH:12][C:11]=1[CH3:16].[NH2:17][C@@H:18]([CH2:31][C:32]1[CH:37]=[C:36]([F:38])[CH:35]=[CH:34][C:33]=1[F:39])[CH2:19][N:20]1[C:28](=[O:29])[C:27]2[C:22](=[CH:23][CH:24]=[CH:25][CH:26]=2)[C:21]1=[O:30].FC1C=CC=C(F)C=1C[C@@H](C(O)=O)N.C1CN([P+](Br)(N2CCCC2)N2CCCC2)CC1.F[P-](F)(F)(F)(F)F.CCN(C(C)C)C(C)C. The catalyst is C(Cl)(Cl)Cl. The product is [Cl:1][C:2]1[S:6][C:5]([C:7]([NH:17][C@H:18]([CH2:19][N:20]2[C:28](=[O:29])[C:27]3[C:22](=[CH:23][CH:24]=[CH:25][CH:26]=3)[C:21]2=[O:30])[CH2:31][C:32]2[CH:37]=[C:36]([F:38])[CH:35]=[CH:34][C:33]=2[F:39])=[O:9])=[CH:4][C:3]=1[C:10]1[N:14]([CH3:15])[N:13]=[CH:12][C:11]=1[CH3:16]. The yield is 0.340.